Dataset: Microsomal clearance measurements from AstraZeneca. Task: Regression/Classification. Given a drug SMILES string, predict its absorption, distribution, metabolism, or excretion properties. Task type varies by dataset: regression for continuous measurements (e.g., permeability, clearance, half-life) or binary classification for categorical outcomes (e.g., BBB penetration, CYP inhibition). For this dataset (clearance_microsome_az), we predict log10(clearance) (log10 of the in vitro intrinsic clearance, CLint, in uL/min per mg of human liver microsomal protein, equivalently mL/min/g; values are censored to the assay range of 3 to 150, which is 0.477 to 2.18 on this log10 scale). (1) The drug is Cc1ccc(S(=O)(=O)N(C)C(=O)N2CCC(N3CCC(Oc4ccc(Cl)c(Cl)c4)CC3)CC2)cc1. The log10(clearance) is 1.00. (2) The drug is O=C(O)C(c1ccccc1)N1CCC(N2CCC(Oc3ccc(Cl)c(Cl)c3)CC2)CC1. The log10(clearance) is 0.780.